This data is from Catalyst prediction with 721,799 reactions and 888 catalyst types from USPTO. The task is: Predict which catalyst facilitates the given reaction. (1) Reactant: C(OC([N:8]1[C:16]2[C:11](=[CH:12][C:13]([CH2:17][N:18]3[CH2:23][CH2:22][CH:21]([F:24])[CH2:20][CH2:19]3)=[CH:14][CH:15]=2)[CH:10]=[C:9]1[C:25]1[C:26](=[O:55])[N:27](COCC[Si](C)(C)C)[CH:28]=[C:29]([NH:31][C:32]([C:34]2[CH:35]=[N:36][N:37]([CH2:39][C:40]3[CH:45]=[CH:44][C:43]([CH3:46])=[CH:42][CH:41]=3)[CH:38]=2)=[O:33])[CH:30]=1)=O)(C)(C)C.C(OC(C1(C2C(=O)N(COCC[Si](C)(C)C)C=C(NC(C3C=NN(CC4C=CC(C)=CC=4)C=3)=O)C=2)C=C2C(C=CC(CN3CCC(F)CC3)=C2)=N1)=O)(C)(C)C.NCCN.[F-].C([N+](CCCC)(CCCC)CCCC)CCC. Product: [F:24][CH:21]1[CH2:22][CH2:23][N:18]([CH2:17][C:13]2[CH:12]=[C:11]3[C:16](=[CH:15][CH:14]=2)[NH:8][C:9]([C:25]2[C:26](=[O:55])[NH:27][CH:28]=[C:29]([NH:31][C:32]([C:34]4[CH:35]=[N:36][N:37]([CH2:39][C:40]5[CH:45]=[CH:44][C:43]([CH3:46])=[CH:42][CH:41]=5)[CH:38]=4)=[O:33])[CH:30]=2)=[CH:10]3)[CH2:19][CH2:20]1. The catalyst class is: 362. (2) Reactant: COC1C=CC(C[NH:8][C:9]2[O:10][C:11]([C:14]3[CH:15]=[C:16]4[C:20](=[CH:21][CH:22]=3)[N:19]([S:23]([C:26]3[CH:32]=[CH:31][C:29]([CH3:30])=[CH:28][CH:27]=3)(=[O:25])=[O:24])[CH:18]=[C:17]4[C:33]3[CH:38]=[CH:37][C:36]([S:39]([CH3:42])(=[O:41])=[O:40])=[CH:35][N:34]=3)=[N:12][N:13]=2)=CC=1. Product: [CH3:42][S:39]([C:36]1[CH:37]=[CH:38][C:33]([C:17]2[C:16]3[C:20](=[CH:21][CH:22]=[C:14]([C:11]4[O:10][C:9]([NH2:8])=[N:13][N:12]=4)[CH:15]=3)[N:19]([S:23]([C:26]3[CH:32]=[CH:31][C:29]([CH3:30])=[CH:28][CH:27]=3)(=[O:24])=[O:25])[CH:18]=2)=[N:34][CH:35]=1)(=[O:40])=[O:41]. The catalyst class is: 67. (3) Reactant: [C:1]([O:5][C:6]([N:8]1[CH2:13][CH2:12][N:11]([C:14]2[CH:15]=[N:16][C:17]([N+:20]([O-])=O)=[CH:18][CH:19]=2)[CH2:10][CH2:9]1)=[O:7])([CH3:4])([CH3:3])[CH3:2].[H][H]. Product: [C:1]([O:5][C:6]([N:8]1[CH2:13][CH2:12][N:11]([C:14]2[CH:15]=[N:16][C:17]([NH2:20])=[CH:18][CH:19]=2)[CH2:10][CH2:9]1)=[O:7])([CH3:4])([CH3:2])[CH3:3]. The catalyst class is: 696.